This data is from Peptide-MHC class I binding affinity with 185,985 pairs from IEDB/IMGT. The task is: Regression. Given a peptide amino acid sequence and an MHC pseudo amino acid sequence, predict their binding affinity value. This is MHC class I binding data. (1) The peptide sequence is MAWLFFWAI. The binding affinity (normalized) is 0.213. The MHC is HLA-B15:42 with pseudo-sequence HLA-B15:42. (2) The peptide sequence is FHGEFTRAL. The MHC is HLA-A02:01 with pseudo-sequence HLA-A02:01. The binding affinity (normalized) is 0.0847. (3) The peptide sequence is KIFEYGFTF. The MHC is HLA-B27:05 with pseudo-sequence HLA-B27:05. The binding affinity (normalized) is 0.0847. (4) The peptide sequence is FTDCRTIDAI. The binding affinity (normalized) is 0.305. The MHC is HLA-A02:01 with pseudo-sequence HLA-A02:01. (5) The peptide sequence is VFLVFSNVL. The MHC is HLA-A29:02 with pseudo-sequence HLA-A29:02. The binding affinity (normalized) is 0.149. (6) The MHC is HLA-B08:02 with pseudo-sequence HLA-B08:02. The peptide sequence is IMKVVNRWL. The binding affinity (normalized) is 0.0847. (7) The MHC is HLA-B07:02 with pseudo-sequence HLA-B07:02. The binding affinity (normalized) is 0. The peptide sequence is LVGPTPVNI. (8) The binding affinity (normalized) is 0. The peptide sequence is CIYQSPVRK. The MHC is HLA-A02:03 with pseudo-sequence HLA-A02:03.